Dataset: TCR-epitope binding with 47,182 pairs between 192 epitopes and 23,139 TCRs. Task: Binary Classification. Given a T-cell receptor sequence (or CDR3 region) and an epitope sequence, predict whether binding occurs between them. The epitope is YIFFASFYY. The TCR CDR3 sequence is CASSVLAGPSTDTQYF. Result: 0 (the TCR does not bind to the epitope).